Regression. Given a target protein amino acid sequence and a drug SMILES string, predict the binding affinity score between them. We predict pIC50 (pIC50 = -log10(IC50 in M); higher means more potent). Dataset: bindingdb_ic50. From a dataset of Drug-target binding data from BindingDB using IC50 measurements. (1) The compound is COc1cc(OC)c(S(=O)(=O)N2c3ccccc3CC2C)cc1NC(C)=O. The target protein (Q8DQ18) has sequence MSNFAIILAAGKGTRMKSDLPKVLHKVAGISMLEHVFRSVGAIQPEKTVTVVGHKAELVEEVLAEQTEFVTQSEQLGTGHAVMMTEPILEGLSGHTLVIAGDTPLITGESLKNLIDFHINHKNVATILTAETDNPFGYGRIVRNDNAEVLRIVEQKDATDFEKQIKEINTGTYVFDNERLFEALKNINTNNAQGEYYITDVIGIFRETGEKVGAYTLKDFDESLGVNDRVALATAESVMRRRINHKHMVNGVSFVNPEATYIDIDVEIAPEVQIEANVILKGQTKIGAETVLTNGTYVVDSTIGAGAVITNSMIEESSVADGVTVGPYAHIRPNSSLGAQVHIGNFVEVKGSSIGENTKAGHLTYIGNCEVGSNVNFGAGTITVNYDGKNKYKTVIGDNVFVGSNSTIIAPVELGDNSLVGAGSTITKDVPADAIAIGRGRQINKDEYATRLPHHPKNQ. The pIC50 is 3.7. (2) The compound is Cc1c(Cl)cnc2nc(O)c(O)nc12. The target protein (P00371) has sequence MRVVVIGAGVIGLSTALCIHERYHSVLQPLDVKVYADRFTPFTTTDVAAGLWQPYTSEPSNPQEANWNQQTFNYLLSHIGSPNAANMGLTPVSGYNLFREAVPDPYWKDMVLGFRKLTPRELDMFPDYRYGWFNTSLILEGRKYLQWLTERLTERGVKFFLRKVESFEEVARGGADVIINCTGVWAGVLQPDPLLQPGRGQIIKVDAPWLKNFIITHDLERGIYNSPYIIPGLQAVTLGGTFQVGNWNEINNIQDHNTIWEGCCRLEPTLKDAKIVGEYTGFRPVRPQVRLEREQLRFGSSNTEVIHNYGHGGYGLTIHWGCALEVAKLFGKVLEERNLLTMPPSHL. The pIC50 is 6.6. (3) The compound is Nc1nonc1C(=O)NC1CCNCC1. The target protein (P43912) has sequence MWIGVISLFPEMFKAITEFGVTGRAVKHNLLKVECWNPRDFTFDKHKTVDDRPYGGGPGMLMMVQPLRDAIHTAKAAAGEGAKVIYLSPQGRKLDQGGVTELAQNQKLILVCGRYEGIDERLIQTEIDEEWSIGDYVLTGGELPAMTLIDAVARFIPGVLGKQASAEEDSFADGLLDCPHYTRPEVLEGLTVPPVLMSGHHEEIRKWRLKQSLQRTWLRRPELLEGLALTDEQRKLLKEAQAEHNS. The pIC50 is 4.7.